Dataset: Forward reaction prediction with 1.9M reactions from USPTO patents (1976-2016). Task: Predict the product of the given reaction. (1) Given the reactants [N+:1]([C:4]1[CH:11]=[CH:10][C:7]([CH:8]=[O:9])=[CH:6][CH:5]=1)([O-:3])=[O:2].C(O[CH2:16][CH:17]=[CH2:18])(=O)C.O.CCN(CC)CC.CC1C(C)=C(C)C(C)=C(C)C=1C, predict the reaction product. The product is: [N+:1]([C:4]1[CH:5]=[CH:6][C:7]([CH:8]([OH:9])[CH2:18][CH:17]=[CH2:16])=[CH:10][CH:11]=1)([O-:3])=[O:2]. (2) Given the reactants [S:1]1[C:5]2[CH:6]=[CH:7][CH:8]=[CH:9][C:4]=2[N:3]=[C:2]1[N:10]1[C:14](=[O:15])[CH:13]=[C:12]([C:16]2[CH:21]=[CH:20][CH:19]=[C:18]([Br:22])[CH:17]=2)[NH:11]1.CO[CH:25](OC)[N:26]([CH3:28])[CH3:27].C(OCC)C, predict the reaction product. The product is: [S:1]1[C:5]2[CH:6]=[CH:7][CH:8]=[CH:9][C:4]=2[N:3]=[C:2]1[N:10]1[C:14](=[O:15])[C:13](=[CH:25][N:26]([CH3:28])[CH3:27])[C:12]([C:16]2[CH:21]=[CH:20][CH:19]=[C:18]([Br:22])[CH:17]=2)=[N:11]1. (3) Given the reactants [N+:1]([C:4]1[CH:9]=[C:8]([N+:10]([O-:12])=[O:11])[CH:7]=[CH:6][C:5]=1[S:13](Cl)(=[O:15])=[O:14])([O-:3])=[O:2].[CH:17]([NH2:20])([CH3:19])[CH3:18].N1C=CC=CC=1, predict the reaction product. The product is: [N+:1]([C:4]1[CH:9]=[C:8]([N+:10]([O-:12])=[O:11])[CH:7]=[CH:6][C:5]=1[S:13]([NH:20][CH:17]([CH3:19])[CH3:18])(=[O:15])=[O:14])([O-:3])=[O:2]. (4) Given the reactants [CH2:1]([N:8]1[C:13](=[O:14])[C:12](Cl)=[C:11]([Cl:16])[CH:10]=[N:9]1)[C:2]1[CH:7]=[CH:6][CH:5]=[CH:4][CH:3]=1.[CH3:17][O-:18].[Na+], predict the reaction product. The product is: [CH2:1]([N:8]1[C:13](=[O:14])[C:12]([O:18][CH3:17])=[C:11]([Cl:16])[CH:10]=[N:9]1)[C:2]1[CH:7]=[CH:6][CH:5]=[CH:4][CH:3]=1.